From a dataset of Full USPTO retrosynthesis dataset with 1.9M reactions from patents (1976-2016). Predict the reactants needed to synthesize the given product. (1) Given the product [NH2:11][C:8]1[CH:7]=[C:6]([C:4]([OH:5])=[O:3])[O:10][N:9]=1, predict the reactants needed to synthesize it. The reactants are: C([O:3][C:4]([C:6]1[O:10][N:9]=[C:8]([NH2:11])[CH:7]=1)=[O:5])C.[OH-].[Li+]. (2) Given the product [C:29]([C:31]1[CH:32]=[C:33]([C:37]2[N:38]([CH2:50][CH2:51][CH2:52][C:53]([N:22]([O:61][CH3:60])[CH3:26])=[O:54])[CH:39]=[C:40]3[C:45]=2[C:44](=[O:46])[N:43]([CH3:47])[C:42](=[O:48])[N:41]3[CH3:49])[CH:34]=[CH:35][CH:36]=1)#[N:30], predict the reactants needed to synthesize it. The reactants are: C(P1(=O)OP(CCC)(=O)OP(CCC)(=O)O1)CC.Cl.CC[N:22]([CH:26](C)C)C(C)C.[C:29]([C:31]1[CH:32]=[C:33]([C:37]2[N:38]([CH2:50][CH2:51][CH2:52][C:53]([O-])=[O:54])[CH:39]=[C:40]3[C:45]=2[C:44](=[O:46])[N:43]([CH3:47])[C:42](=[O:48])[N:41]3[CH3:49])[CH:34]=[CH:35][CH:36]=1)#[N:30].[Li+].CN([CH:60]=[O:61])C.